This data is from Catalyst prediction with 721,799 reactions and 888 catalyst types from USPTO. The task is: Predict which catalyst facilitates the given reaction. (1) Reactant: [Cl:1][C:2]1[C:3]([F:28])=[C:4]([CH:8]2[C:12]([C:15]3[CH:20]=[CH:19][C:18]([Cl:21])=[CH:17][C:16]=3[F:22])([C:13]#[N:14])[CH:11]([CH2:23][C:24]([CH3:27])([CH3:26])[CH3:25])[CH2:10][NH:9]2)[CH:5]=[CH:6][CH:7]=1.[CH3:29][O:30][C:31](=[O:49])[C:32]1[CH:37]=[CH:36][C:35]([CH2:38][NH:39][C:40](N2C=CN=C2)=[O:41])=[CH:34][C:33]=1[O:47][CH3:48]. Product: [CH3:29][O:30][C:31](=[O:49])[C:32]1[CH:37]=[CH:36][C:35]([CH2:38][NH:39][C:40]([N:9]2[CH2:10][C@@H:11]([CH2:23][C:24]([CH3:25])([CH3:27])[CH3:26])[C@@:12]([C:15]3[CH:20]=[CH:19][C:18]([Cl:21])=[CH:17][C:16]=3[F:22])([C:13]#[N:14])[C@H:8]2[C:4]2[CH:5]=[CH:6][CH:7]=[C:2]([Cl:1])[C:3]=2[F:28])=[O:41])=[CH:34][C:33]=1[O:47][CH3:48]. The catalyst class is: 2. (2) Reactant: [CH3:1][NH:2][NH2:3].[CH2:4]([O:11][C:12]([NH:14][CH:15]1[CH2:20][CH2:19][C:18](=[CH:21][C:22](OC)=[O:23])[CH2:17][CH2:16]1)=[O:13])[C:5]1[CH:10]=[CH:9][CH:8]=[CH:7][CH:6]=1. Product: [CH3:1][N:2]1[C:22](=[O:23])[CH2:21][C:18]2([CH2:17][CH2:16][CH:15]([NH:14][C:12](=[O:13])[O:11][CH2:4][C:5]3[CH:6]=[CH:7][CH:8]=[CH:9][CH:10]=3)[CH2:20][CH2:19]2)[NH:3]1. The catalyst class is: 14. (3) Reactant: [F:1][C:2]1[C:12]([SH:13])=[CH:11][CH:10]=[CH:9][C:3]=1[C:4]([O:6][CH2:7][CH3:8])=[O:5].ClN1C(=O)CCC1=O.[Cl:22][C:23]1[C:31]([F:32])=[C:30]2[C:26]([CH:27]=[C:28]([CH3:33])[NH:29]2)=[CH:25][CH:24]=1. Product: [Cl:22][C:23]1[C:31]([F:32])=[C:30]2[C:26]([C:27]([S:13][C:12]3[C:2]([F:1])=[C:3]([CH:9]=[CH:10][CH:11]=3)[C:4]([O:6][CH2:7][CH3:8])=[O:5])=[C:28]([CH3:33])[NH:29]2)=[CH:25][CH:24]=1. The catalyst class is: 34. (4) Reactant: [F:1][C:2]([F:14])([F:13])[C:3]([NH:5][C:6]1[CH:11]=[CH:10][CH:9]=[C:8]([OH:12])[CH:7]=1)=[O:4].F[C:16]1[CH:22]=[CH:21][C:19]([NH2:20])=[CH:18][C:17]=1[N+:23]([O-:25])=[O:24].C(=O)([O-])[O-].[Cs+].[Cs+]. Product: [NH2:20][C:19]1[CH:21]=[CH:22][C:16]([O:12][C:8]2[CH:7]=[C:6]([NH:5][C:3](=[O:4])[C:2]([F:13])([F:14])[F:1])[CH:11]=[CH:10][CH:9]=2)=[C:17]([N+:23]([O-:25])=[O:24])[CH:18]=1. The catalyst class is: 9.